This data is from Reaction yield outcomes from USPTO patents with 853,638 reactions. The task is: Predict the reaction yield, written as a fraction of the theoretical maximum amount of product (1.0 means a 100% yield; for example, 0.34 means a 34% yield). (1) The reactants are [C:1]([C:5]1[CH:9]=[C:8]([NH2:10])[N:7]([C:11]2[CH:16]=[CH:15][N:14]=[CH:13][CH:12]=2)[N:6]=1)([CH3:4])([CH3:3])[CH3:2].Cl[C:18]([O:20][C:21]1[CH:26]=[CH:25][CH:24]=[CH:23][CH:22]=1)=[O:19]. No catalyst specified. The product is [C:1]([C:5]1[CH:9]=[C:8]([NH:10][C:18](=[O:19])[O:20][C:21]2[CH:26]=[CH:25][CH:24]=[CH:23][CH:22]=2)[N:7]([C:11]2[CH:12]=[CH:13][N:14]=[CH:15][CH:16]=2)[N:6]=1)([CH3:4])([CH3:2])[CH3:3]. The yield is 0.230. (2) The reactants are [C:1]([O:5][C:6]([N:8]1[CH2:13][CH2:12][CH:11]([N:14]2[C:18]3=[N:19][CH:20]=[N:21][C:22](Cl)=[C:17]3[CH:16]=[N:15]2)[CH2:10][CH2:9]1)=[O:7])([CH3:4])([CH3:3])[CH3:2].[OH:24][C:25]1[C:26]([CH3:31])=[N:27][CH:28]=[CH:29][CH:30]=1.C(=O)([O-])[O-].[K+].[K+]. The catalyst is CN(C)C=O. The product is [C:1]([O:5][C:6]([N:8]1[CH2:13][CH2:12][CH:11]([N:14]2[C:18]3=[N:19][CH:20]=[N:21][C:22]([O:24][C:25]4[C:26]([CH3:31])=[N:27][CH:28]=[CH:29][CH:30]=4)=[C:17]3[CH:16]=[N:15]2)[CH2:10][CH2:9]1)=[O:7])([CH3:4])([CH3:3])[CH3:2]. The yield is 0.890. (3) The reactants are [CH3:1][N:2]1[C:10]2[C:5](=[CH:6][CH:7]=[CH:8][CH:9]=2)[C:4]([CH2:11][CH:12]([CH3:14])[CH3:13])=[C:3]1[C:15]([NH:17][C@H:18]([C:23]([NH:25][CH:26]([C:35](=[O:38])[CH2:36]Br)[CH2:27][C:28]([O:30][C:31]([CH3:34])([CH3:33])[CH3:32])=[O:29])=[O:24])[CH2:19][CH:20]([CH3:22])[CH3:21])=[O:16].[F-].[K+].[F:41][C:42]1[C:47]([F:48])=[CH:46][C:45]([F:49])=[C:44]([F:50])[C:43]=1[OH:51].CCCCCC.CCOC(C)=O. The catalyst is CN(C=O)C. The product is [CH3:1][N:2]1[C:10]2[C:5](=[CH:6][CH:7]=[CH:8][CH:9]=2)[C:4]([CH2:11][CH:12]([CH3:14])[CH3:13])=[C:3]1[C:15]([NH:17][C@H:18]([C:23]([NH:25][CH:26]([C:35](=[O:38])[CH2:36][O:51][C:43]1[C:44]([F:50])=[C:45]([F:49])[CH:46]=[C:47]([F:48])[C:42]=1[F:41])[CH2:27][C:28]([O:30][C:31]([CH3:34])([CH3:33])[CH3:32])=[O:29])=[O:24])[CH2:19][CH:20]([CH3:22])[CH3:21])=[O:16]. The yield is 0.720.